Dataset: Reaction yield outcomes from USPTO patents with 853,638 reactions. Task: Predict the reaction yield, written as a fraction of the theoretical maximum amount of product (1.0 means a 100% yield; for example, 0.34 means a 34% yield). (1) The reactants are [C:1]([C:4](=[CH:12][C:13]1[CH:18]=[CH:17][CH:16]=[CH:15][C:14]=1[F:19])[C:5]([O:7][CH2:8][CH2:9][O:10][CH3:11])=[O:6])(=O)[CH3:2].[NH2:20][C:21]([CH3:29])=[CH:22][C:23]([O:25][CH:26]([CH3:28])[CH3:27])=[O:24].C1(C)C=CC=CC=1.C(OCC)(=O)C. The catalyst is C(O)(C)C. The product is [F:19][C:14]1[CH:15]=[CH:16][CH:17]=[CH:18][C:13]=1[CH:12]1[C:4]([C:5]([O:7][CH2:8][CH2:9][O:10][CH3:11])=[O:6])=[C:1]([CH3:2])[NH:20][C:21]([CH3:29])=[C:22]1[C:23]([O:25][CH:26]([CH3:28])[CH3:27])=[O:24]. The yield is 0.480. (2) The yield is 0.410. The reactants are [C:1]([C:4]1[N:9]=[C:8]([C:10]2[CH:15]=[CH:14][C:13]([O:16][C:17]3[CH:22]=[CH:21][C:20]([F:23])=[CH:19][CH:18]=3)=[CH:12][CH:11]=2)[N:7]=[C:6]([NH:24][C@@H:25]([CH3:30])[C:26]([O:28]C)=[O:27])[CH:5]=1)(=[O:3])[NH2:2].O[Li].O. The product is [C:1]([C:4]1[N:9]=[C:8]([C:10]2[CH:15]=[CH:14][C:13]([O:16][C:17]3[CH:22]=[CH:21][C:20]([F:23])=[CH:19][CH:18]=3)=[CH:12][CH:11]=2)[N:7]=[C:6]([NH:24][C@@H:25]([CH3:30])[C:26]([OH:28])=[O:27])[CH:5]=1)(=[O:3])[NH2:2]. The catalyst is C1COCC1.O. (3) The reactants are [F:1][C:2]([F:12])([F:11])[C:3](=O)[CH2:4][C:5]([O:7][CH2:8][CH3:9])=[O:6].[NH2:13][C:14]([NH2:16])=[O:15].[CH:17]([O-])([O-])OCC. The catalyst is C1(C)C(C)=CC=CC=1. The product is [OH:15][C:14]1[N:16]=[C:3]([C:2]([F:12])([F:11])[F:1])[C:4]([C:5]([O:7][CH2:8][CH3:9])=[O:6])=[CH:17][N:13]=1. The yield is 0.690. (4) The reactants are [Br:1][C:2]1[CH:16]=[C:15](/[CH:17]=[CH:18]/[CH:19]([C:24]2[CH:29]=[C:28]([Cl:30])[C:27]([Cl:31])=[C:26]([Cl:32])[CH:25]=2)[C:20]([F:23])([F:22])[F:21])[CH:14]=[CH:13][C:3]=1[C:4]([NH:6][CH:7]1[CH2:12][CH2:11][NH:10][CH2:9][CH2:8]1)=[O:5].Cl[CH2:34][CH2:35][OH:36]. The catalyst is C1COCC1.C(OCC)(=O)C. The product is [Br:1][C:2]1[CH:16]=[C:15](/[CH:17]=[CH:18]/[CH:19]([C:24]2[CH:25]=[C:26]([Cl:32])[C:27]([Cl:31])=[C:28]([Cl:30])[CH:29]=2)[C:20]([F:23])([F:21])[F:22])[CH:14]=[CH:13][C:3]=1[C:4]([NH:6][CH:7]1[CH2:12][CH2:11][N:10]([CH2:34][CH2:35][OH:36])[CH2:9][CH2:8]1)=[O:5]. The yield is 0.340. (5) The reactants are O.[NH2:2][NH2:3].[CH3:4][O:5][C:6]1[CH:7]=[CH:8][C:9]2[N:13]([CH3:14])[C:12](=[O:15])[N:11]([CH2:16][C@H:17]3[CH2:22][CH2:21][C@H:20]([C:23](=O)[CH2:24][C:25]([C:27]4[CH:32]=[CH:31][N:30]=[CH:29][CH:28]=4)=O)[CH2:19][CH2:18]3)[C:10]=2[CH:34]=1. The catalyst is CCO. The product is [CH3:4][O:5][C:6]1[CH:7]=[CH:8][C:9]2[N:13]([CH3:14])[C:12](=[O:15])[N:11]([CH2:16][C@H:17]3[CH2:22][CH2:21][C@H:20]([C:23]4[NH:2][N:3]=[C:25]([C:27]5[CH:32]=[CH:31][N:30]=[CH:29][CH:28]=5)[CH:24]=4)[CH2:19][CH2:18]3)[C:10]=2[CH:34]=1. The yield is 0.480. (6) The reactants are Cl.[CH3:2][N:3]([CH2:11][CH2:12][CH2:13][CH2:14][O:15][C:16]1[CH:21]=[CH:20][CH:19]=[C:18]([C:22]([F:25])([F:24])[F:23])[CH:17]=1)CC1C=CC=CC=1.[H][H]. The catalyst is CO.[Pd]. The product is [CH3:2][NH:3][CH2:11][CH2:12][CH2:13][CH2:14][O:15][C:16]1[CH:21]=[CH:20][CH:19]=[C:18]([C:22]([F:23])([F:24])[F:25])[CH:17]=1. The yield is 0.225. (7) The reactants are Br[CH2:2][C:3]1([OH:31])[CH2:8][O:7][CH:6]([C:9]2[C:13]3[CH:14]=[C:15]([N:18]4[C:23](=[O:24])[CH:22]=[C:21]([C:25]([F:28])([F:27])[F:26])[N:20]([CH3:29])[C:19]4=[O:30])[CH:16]=[CH:17][C:12]=3[S:11][N:10]=2)[O:5][CH2:4]1.[H-].[Na+].[Cl-].[NH4+]. The catalyst is O1CCCC1. The product is [CH3:29][N:20]1[C:21]([C:25]([F:26])([F:27])[F:28])=[CH:22][C:23](=[O:24])[N:18]([C:15]2[CH:16]=[CH:17][C:12]3[S:11][N:10]=[C:9]([CH:6]4[O:7][CH2:8][C:3]5([CH2:2][O:31]5)[CH2:4][O:5]4)[C:13]=3[CH:14]=2)[C:19]1=[O:30]. The yield is 0.163. (8) The reactants are [C:1]1([C:7]2[CH:16]=[C:15]3[C:10]([N:11]=[C:12]([C:17]4[CH:22]=[CH:21][C:20]([F:23])=[C:19]([F:24])[CH:18]=4)[CH:13]=[N:14]3)=[C:9]([C:25]([NH:27][CH2:28][C:29]([OH:31])=[O:30])=[O:26])[C:8]=2[OH:32])[CH2:6][CH2:5][CH2:4][CH2:3][CH:2]=1.[H][H]. The catalyst is O1CCCC1.CO.[Pd]. The product is [CH:1]1([C:7]2[CH:16]=[C:15]3[C:10]([N:11]=[C:12]([C:17]4[CH:22]=[CH:21][C:20]([F:23])=[C:19]([F:24])[CH:18]=4)[CH:13]=[N:14]3)=[C:9]([C:25]([NH:27][CH2:28][C:29]([OH:31])=[O:30])=[O:26])[C:8]=2[OH:32])[CH2:2][CH2:3][CH2:4][CH2:5][CH2:6]1. The yield is 0.820. (9) The reactants are [OH:1][Si:2]([CH3:13])([CH3:12])[C:3]1[CH:11]=[CH:10][C:6]([C:7]([OH:9])=O)=[CH:5][CH:4]=1.CCN=C=NCCCN(C)C.CCN(C(C)C)C(C)C.C1C=CC2N(O)N=NC=2C=1.[NH2:44][CH2:45][CH2:46][CH2:47][CH2:48][NH:49][C:50](=[O:76])[CH2:51][C@@H:52]1[N:58]=[C:57]([C:59]2[CH:64]=[CH:63][C:62]([Cl:65])=[CH:61][CH:60]=2)[C:56]2[CH:66]=[C:67]([O:70][CH3:71])[CH:68]=[CH:69][C:55]=2[N:54]2[C:72]([CH3:75])=[N:73][N:74]=[C:53]12. The catalyst is CN(C=O)C. The product is [Cl:65][C:62]1[CH:63]=[CH:64][C:59]([C:57]2[C:56]3[CH:66]=[C:67]([O:70][CH3:71])[CH:68]=[CH:69][C:55]=3[N:54]3[C:72]([CH3:75])=[N:73][N:74]=[C:53]3[C@H:52]([CH2:51][C:50]([NH:49][CH2:48][CH2:47][CH2:46][CH2:45][NH:44][C:7](=[O:9])[C:6]3[CH:5]=[CH:4][C:3]([Si:2]([OH:1])([CH3:13])[CH3:12])=[CH:11][CH:10]=3)=[O:76])[N:58]=2)=[CH:60][CH:61]=1. The yield is 0.291.